Predict the reaction yield, written as a fraction of the theoretical maximum amount of product (1.0 means a 100% yield; for example, 0.34 means a 34% yield). From a dataset of Reaction yield outcomes from USPTO patents with 853,638 reactions. The reactants are C(OC([NH:11][CH2:12][CH2:13][CH2:14][C@@H:15]([NH:24][C:25](=[O:47])[CH2:26][C@H:27]([O:39][CH2:40][C:41]1[CH:46]=[CH:45][CH:44]=[CH:43][CH:42]=1)[CH2:28][CH2:29][CH2:30][CH2:31][CH2:32][CH2:33][CH2:34][CH2:35][CH2:36][CH2:37][CH3:38])[CH2:16][O:17][CH:18]1[CH2:23][CH2:22][CH2:21][CH2:20][O:19]1)=O)C1C=CC=CC=1.C(N(CC)CC)C.[H][H]. The catalyst is C(O)C.[Pd]. The product is [NH2:11][CH2:12][CH2:13][CH2:14][C@@H:15]([NH:24][C:25](=[O:47])[CH2:26][C@H:27]([O:39][CH2:40][C:41]1[CH:42]=[CH:43][CH:44]=[CH:45][CH:46]=1)[CH2:28][CH2:29][CH2:30][CH2:31][CH2:32][CH2:33][CH2:34][CH2:35][CH2:36][CH2:37][CH3:38])[CH2:16][O:17][CH:18]1[CH2:23][CH2:22][CH2:21][CH2:20][O:19]1. The yield is 0.960.